From a dataset of Peptide-MHC class II binding affinity with 134,281 pairs from IEDB. Regression. Given a peptide amino acid sequence and an MHC pseudo amino acid sequence, predict their binding affinity value. This is MHC class II binding data. (1) The peptide sequence is GPGAPADVQYDLYLN. The MHC is HLA-DPA10103-DPB10401 with pseudo-sequence HLA-DPA10103-DPB10401. The binding affinity (normalized) is 0.533. (2) The peptide sequence is TLWQRPLVTIKIGGQLTEAL. The MHC is DRB1_0802 with pseudo-sequence DRB1_0802. The binding affinity (normalized) is 0.647. (3) The peptide sequence is AVHADMGYWIESQKN. The MHC is DRB1_0701 with pseudo-sequence DRB1_0701. The binding affinity (normalized) is 0.170. (4) The peptide sequence is KLGEVSWEEEA. The MHC is DRB3_0101 with pseudo-sequence DRB3_0101. The binding affinity (normalized) is 0. (5) The peptide sequence is DDVLAILPIEDLKAL. The MHC is DRB1_1101 with pseudo-sequence DRB1_1101. The binding affinity (normalized) is 0.348.